This data is from Reaction yield outcomes from USPTO patents with 853,638 reactions. The task is: Predict the reaction yield, written as a fraction of the theoretical maximum amount of product (1.0 means a 100% yield; for example, 0.34 means a 34% yield). (1) The reactants are Cl.[NH2:2][CH2:3][C:4]1[CH:5]=[C:6]2[C:10](=[CH:11][CH:12]=1)[C:9](=[O:13])[N:8]([CH:14]1[CH2:19][CH2:18][C:17](=[O:20])[NH:16][C:15]1=[O:21])[C:7]2=[O:22].[Cl:23][C:24]1[CH:25]=[C:26]([N:31]=[C:32]=[O:33])[CH:27]=[CH:28][C:29]=1[Cl:30].C(N(CC)C(C)C)(C)C. The catalyst is N1C=CC=CC=1. The product is [Cl:23][C:24]1[CH:25]=[C:26]([NH:31][C:32]([NH:2][CH2:3][C:4]2[CH:5]=[C:6]3[C:10](=[CH:11][CH:12]=2)[C:9](=[O:13])[N:8]([CH:14]2[CH2:19][CH2:18][C:17](=[O:20])[NH:16][C:15]2=[O:21])[C:7]3=[O:22])=[O:33])[CH:27]=[CH:28][C:29]=1[Cl:30]. The yield is 0.160. (2) The reactants are [SH:1][C:2]1[CH:3]=[C:4]([CH2:8][C:9]([OH:11])=[O:10])[CH:5]=[CH:6][CH:7]=1.S(=O)(=O)(O)O.[CH3:17]O. No catalyst specified. The product is [SH:1][C:2]1[CH:3]=[C:4]([CH2:8][C:9]([O:11][CH3:17])=[O:10])[CH:5]=[CH:6][CH:7]=1. The yield is 0.500. (3) The reactants are [OH:1][CH2:2][C:3]1([CH2:7][O:8][C@H:9]2[CH2:14][CH2:13][C@H:12]([N:15]3[C:20](=[O:21])[C:19]([CH2:22][C:23]4[CH:28]=[CH:27][C:26]([C:29]5[C:30]([C:35]#[N:36])=[CH:31][CH:32]=[CH:33][CH:34]=5)=[CH:25][CH:24]=4)=[C:18]([CH2:37][CH2:38][CH3:39])[N:17]4[N:40]=[CH:41][N:42]=[C:16]34)[CH2:11][CH2:10]2)[CH2:6][CH2:5][CH2:4]1.C(N(CC)CC)C.Cl. The catalyst is CS(C)=O. The product is [CH:2]([C:3]1([CH2:7][O:8][C@H:9]2[CH2:14][CH2:13][C@H:12]([N:15]3[C:20](=[O:21])[C:19]([CH2:22][C:23]4[CH:24]=[CH:25][C:26]([C:29]5[C:30]([C:35]#[N:36])=[CH:31][CH:32]=[CH:33][CH:34]=5)=[CH:27][CH:28]=4)=[C:18]([CH2:37][CH2:38][CH3:39])[N:17]4[N:40]=[CH:41][N:42]=[C:16]34)[CH2:11][CH2:10]2)[CH2:6][CH2:5][CH2:4]1)=[O:1]. The yield is 1.00. (4) The reactants are [Cl:1][C:2]1[CH:3]=[C:4]([OH:13])[C:5]([CH3:12])=[C:6]([CH:11]=1)[C:7]([O:9][CH3:10])=[O:8].O[CH:15]1[CH2:20][CH2:19][N:18]([C:21]([O:23][C:24]([CH3:27])([CH3:26])[CH3:25])=[O:22])[CH2:17][CH2:16]1.C1(P(C2C=CC=CC=2)C2C=CC=CC=2)C=CC=CC=1.CC(OC(/N=N/C(OC(C)C)=O)=O)C. The catalyst is C1COCC1. The product is [Cl:1][C:2]1[CH:11]=[C:6]([C:7]([O:9][CH3:10])=[O:8])[C:5]([CH3:12])=[C:4]([CH:3]=1)[O:13][CH:15]1[CH2:20][CH2:19][N:18]([C:21]([O:23][C:24]([CH3:27])([CH3:26])[CH3:25])=[O:22])[CH2:17][CH2:16]1. The yield is 0.800. (5) The reactants are [Br:1][C:2]1[CH:3]=[CH:4][C:5]([O:9][CH:10]([C:17]2[CH:22]=[CH:21][CH:20]=[CH:19][C:18]=2[Cl:23])[CH2:11][CH2:12][C:13]([F:16])([F:15])[F:14])=[C:6]([CH:8]=1)[NH2:7].[N:24]([C:27]1[CH:32]=[CH:31][C:30]([CH3:33])=[CH:29][CH:28]=1)=[C:25]=[O:26]. The catalyst is C1COCC1. The product is [Br:1][C:2]1[CH:3]=[CH:4][C:5]([O:9][CH:10]([C:17]2[CH:22]=[CH:21][CH:20]=[CH:19][C:18]=2[Cl:23])[CH2:11][CH2:12][C:13]([F:15])([F:16])[F:14])=[C:6]([NH:7][C:25]([NH:24][C:27]2[CH:32]=[CH:31][C:30]([CH3:33])=[CH:29][CH:28]=2)=[O:26])[CH:8]=1. The yield is 0.850. (6) The reactants are [F:1][C:2]([F:31])([F:30])[C:3]1[CH:8]=[CH:7][C:6]([N:9]2[CH2:14][CH2:13][N:12]([S:15]([C:18]3[CH:19]=[C:20]4[C:24](=[CH:25][CH:26]=3)[N:23](C(=O)C)[CH2:22][CH2:21]4)(=[O:17])=[O:16])[CH2:11][CH2:10]2)=[CH:5][CH:4]=1. The catalyst is O1CCOCC1. The product is [F:30][C:2]([F:1])([F:31])[C:3]1[CH:8]=[CH:7][C:6]([N:9]2[CH2:10][CH2:11][N:12]([S:15]([C:18]3[CH:19]=[C:20]4[C:24](=[CH:25][CH:26]=3)[NH:23][CH2:22][CH2:21]4)(=[O:16])=[O:17])[CH2:13][CH2:14]2)=[CH:5][CH:4]=1. The yield is 0.750. (7) The yield is 0.390. No catalyst specified. The product is [CH3:1][O:2][C:3]1[CH:8]=[CH:7][C:6]([C:9]2[CH:10]=[C:11]([C:12]([F:15])([F:14])[F:13])[N:20]3[CH:21]=[N:22][C:23]([C:24]#[N:25])=[C:19]3[N:18]=2)=[CH:5][CH:4]=1. The reactants are [CH3:1][O:2][C:3]1[CH:8]=[CH:7][C:6]([C:9](=O)[CH2:10][C:11](=O)[C:12]([F:15])([F:14])[F:13])=[CH:5][CH:4]=1.[NH2:18][C:19]1[N:20]=[CH:21][NH:22][C:23]=1[C:24]#[N:25].